From a dataset of Forward reaction prediction with 1.9M reactions from USPTO patents (1976-2016). Predict the product of the given reaction. (1) Given the reactants [CH3:1][C:2](=[CH2:35])[CH2:3][C@:4]1([C:29]2[CH:34]=[CH:33][CH:32]=[CH:31][CH:30]=2)[CH2:10][CH2:9][CH2:8][N:7]([C@H:11]([C:13]2[CH:18]=[CH:17][C:16](B3OC(C)(C)C(C)(C)O3)=[CH:15][CH:14]=2)[CH3:12])[C:6](=[O:28])[NH:5]1.Br[C:37]1[CH:38]=[CH:39][C:40](=[O:44])[N:41]([CH3:43])[CH:42]=1.C([O-])([O-])=O.[Na+].[Na+], predict the reaction product. The product is: [CH3:43][N:41]1[C:40](=[O:44])[CH:39]=[CH:38][C:37]([C:16]2[CH:15]=[CH:14][C:13]([C@@H:11]([N:7]3[CH2:8][CH2:9][CH2:10][C@:4]([CH2:3][C:2]([CH3:1])=[CH2:35])([C:29]4[CH:34]=[CH:33][CH:32]=[CH:31][CH:30]=4)[NH:5][C:6]3=[O:28])[CH3:12])=[CH:18][CH:17]=2)=[CH:42]1. (2) Given the reactants [NH2:1][N:2]1[N:11]=[C:10]([N:12]2[CH2:17][CH2:16][O:15][CH2:14][CH2:13]2)[C:9]2[C:4](=[CH:5][CH:6]=[CH:7][CH:8]=2)[C:3]1=[O:18].[O:19]([C:26]1[CH:27]=[C:28]([CH2:32][C:33](O)=[O:34])[CH:29]=[CH:30][CH:31]=1)[C:20]1[CH:25]=[CH:24][CH:23]=[CH:22][CH:21]=1, predict the reaction product. The product is: [N:12]1([C:10]2[C:9]3[C:4](=[CH:5][CH:6]=[CH:7][CH:8]=3)[C:3](=[O:18])[N:2]([NH:1][C:33](=[O:34])[CH2:32][C:28]3[CH:29]=[CH:30][CH:31]=[C:26]([O:19][C:20]4[CH:25]=[CH:24][CH:23]=[CH:22][CH:21]=4)[CH:27]=3)[N:11]=2)[CH2:17][CH2:16][O:15][CH2:14][CH2:13]1. (3) Given the reactants C([O:3][C:4](=[O:39])[CH2:5][C:6]1[CH:7]=[C:8]([C:15]2[CH:20]=[CH:19][C:18]([C:21]([F:24])([F:23])[F:22])=[CH:17][C:16]=2[CH2:25][N:26]2[C@@H:30]([CH3:31])[C@@H:29]([C:32]3[CH:37]=[CH:36][CH:35]=[CH:34][CH:33]=3)[O:28][C:27]2=[O:38])[C:9]([O:12][CH2:13][CH3:14])=[CH:10][CH:11]=1)C.[OH-].[Li+], predict the reaction product. The product is: [CH2:13]([O:12][C:9]1[C:8]([C:15]2[CH:20]=[CH:19][C:18]([C:21]([F:22])([F:23])[F:24])=[CH:17][C:16]=2[CH2:25][N:26]2[C@@H:30]([CH3:31])[C@@H:29]([C:32]3[CH:33]=[CH:34][CH:35]=[CH:36][CH:37]=3)[O:28][C:27]2=[O:38])=[CH:7][C:6]([CH2:5][C:4]([OH:39])=[O:3])=[CH:11][CH:10]=1)[CH3:14]. (4) Given the reactants [N+:1]([C:4]1[CH:5]=[C:6]([CH:9]=[CH:10][CH:11]=1)[CH:7]=O)([O-:3])=[O:2].[C:12]([NH:15][CH2:16][C:17]([OH:19])=[O:18])(=O)[CH3:13].C([O-])(=O)C.[Na+].C(OC(=O)C)(=O)C, predict the reaction product. The product is: [CH3:13][C:12]1[O:19][C:17](=[O:18])[C:16](=[CH:7][C:6]2[CH:9]=[CH:10][CH:11]=[C:4]([N+:1]([O-:3])=[O:2])[CH:5]=2)[N:15]=1. (5) Given the reactants C([Si](C(C)C)(C(C)C)[O:5][C:6]([C:9]1[CH:14]=[CH:13][CH:12]=[CH:11][N:10]=1)=[CH:7][Cl:8])(C)C.C([O-])(O)=O.[Na+].C(Cl)Cl, predict the reaction product. The product is: [Cl:8][CH2:7][C:6]([C:9]1[CH:14]=[CH:13][CH:12]=[CH:11][N:10]=1)=[O:5]. (6) Given the reactants [CH3:1][C@H:2]([C:4]1[CH:8]=[CH:7][N:6]([CH3:9])[N:5]=1)O.CS(Cl)(=O)=O.S([O-])(=O)(=O)C.[CH3:20][O:21][C:22]1[CH:27]=[CH:26][C:25]([C:28]2[C:33]([CH3:34])=[C:32]([C:35]([F:38])([F:37])[F:36])[N:31]3[N:39]=[CH:40][C:41]([C:42]([N:44]4[CH2:49][CH2:48][NH:47][CH2:46][C@H:45]4[CH3:50])=[O:43])=[C:30]3[N:29]=2)=[CH:24][CH:23]=1, predict the reaction product. The product is: [CH3:20][O:21][C:22]1[CH:23]=[CH:24][C:25]([C:28]2[C:33]([CH3:34])=[C:32]([C:35]([F:37])([F:36])[F:38])[N:31]3[N:39]=[CH:40][C:41]([C:42]([N:44]4[CH2:49][CH2:48][N:47]([C@H:2]([C:4]5[CH:8]=[CH:7][N:6]([CH3:9])[N:5]=5)[CH3:1])[CH2:46][C@H:45]4[CH3:50])=[O:43])=[C:30]3[N:29]=2)=[CH:26][CH:27]=1. (7) Given the reactants Cl[C:2]1[CH:3]=[C:4]([CH:9]=[C:10]([Cl:12])[N:11]=1)[C:5]([O:7][CH3:8])=[O:6].[C:13]1(P(C2C=CC=CC=2)C2C=CC=CC=2)C=CC=C[CH:14]=1.C([Sn](CCCC)(CCCC)C=C)CCC, predict the reaction product. The product is: [CH3:8][O:7][C:5](=[O:6])[C:4]1[CH:3]=[C:2]([CH:13]=[CH2:14])[N:11]=[C:10]([Cl:12])[CH:9]=1. (8) Given the reactants Br[CH2:2][CH2:3][CH2:4][N:5]1[C:9]2[CH:10]=[CH:11][CH:12]=[CH:13][C:8]=2[N:7]([C:14]2[C:19]([F:20])=[CH:18][CH:17]=[CH:16][C:15]=2[F:21])[S:6]1(=[O:23])=[O:22].[CH3:24][NH2:25], predict the reaction product. The product is: [F:21][C:15]1[CH:16]=[CH:17][CH:18]=[C:19]([F:20])[C:14]=1[N:7]1[C:8]2[CH:13]=[CH:12][CH:11]=[CH:10][C:9]=2[N:5]([CH2:4][CH2:3][CH2:2][NH:25][CH3:24])[S:6]1(=[O:23])=[O:22]. (9) Given the reactants [Br:1][C:2]1[CH:3]=[C:4](/[CH:10]=[CH:11]/[C:12]([OH:14])=O)[CH:5]=[CH:6][C:7]=1[O:8][CH3:9].C(N(CC)CC)C.ClC(OCC)=O.[N-:28]=[N+:29]=[N-:30].[Na+], predict the reaction product. The product is: [Br:1][C:2]1[CH:3]=[C:4](/[CH:10]=[CH:11]/[C:12]([N:28]=[N+:29]=[N-:30])=[O:14])[CH:5]=[CH:6][C:7]=1[O:8][CH3:9]. (10) Given the reactants [CH:1]1([Mg]Br)[CH2:3][CH2:2]1.[CH3:6][O:7][CH2:8][C:9](=[O:16])[C:10]#[C:11][Si:12]([CH3:15])([CH3:14])[CH3:13].C(OCC)(=O)C, predict the reaction product. The product is: [CH:1]1([C:9]([OH:16])([C:10]#[C:11][Si:12]([CH3:13])([CH3:15])[CH3:14])[CH2:8][O:7][CH3:6])[CH2:3][CH2:2]1.